Dataset: Forward reaction prediction with 1.9M reactions from USPTO patents (1976-2016). Task: Predict the product of the given reaction. (1) The product is: [CH3:117][O:116][C:115](=[O:118])[NH:114][C@@H:107]([CH:108]1[CH2:109][CH2:110][O:111][CH2:112][CH2:113]1)[C:106]([N:102]1[CH2:103][CH2:104][CH2:105][C@H:101]1[C:99]1[NH:98][C:97]2[C:120]3[C:93]([CH:94]=[CH:95][C:96]=2[N:100]=1)=[CH:92][C:91]([C:86]1[CH:85]=[CH:84][C:83]2[C:88](=[CH:89][CH:90]=[C:81]([C:78]4[NH:77][C:76]([C@@H:71]5[C@@H:72]6[CH2:75][C@@H:69]([CH2:74][CH2:73]6)[N:70]5[C:48](=[O:61])[C@H:49]([NH:56][C:57]([O:59][CH3:60])=[O:58])[C:50]5[CH:55]=[CH:54][CH:53]=[CH:52][CH:51]=5)=[N:80][CH:79]=4)[CH:82]=2)[CH:87]=1)=[CH:122][CH:121]=3)=[O:119]. Given the reactants COC(=O)N[C@@H](C(C)C)C(N1[C@H](C2NC(C3C=CC(C4C=CC5C(=CC=C(C6NC([C@@H]7CCCN7[C:48](=[O:61])[C@H:49]([NH:56][C:57]([O:59][CH3:60])=[O:58])[C:50]7[CH:55]=[CH:54][CH:53]=[CH:52][CH:51]=7)=NC=6)C=5)C=4)=CC=3)=CN=2)CC2(OCCO2)C1)=O.Cl.Cl.Cl.[C@H:69]12[CH2:75][C@H:72]([CH2:73][CH2:74]1)[C@@H:71]([C:76]1[NH:77][C:78]([C:81]3[CH:82]=[C:83]4[C:88](=[CH:89][CH:90]=3)[CH:87]=[C:86]([C:91]3[CH:92]=[C:93]5[C:120](=[CH:121][CH:122]=3)[C:97]3[NH:98][C:99]([C@@H:101]6[CH2:105][CH2:104][CH2:103][N:102]6[C:106](=[O:119])[C@@H:107]([NH:114][C:115](=[O:118])[O:116][CH3:117])[CH:108]6[CH2:113][CH2:112][O:111][CH2:110][CH2:109]6)=[N:100][C:96]=3[CH:95]=[CH:94]5)[CH:85]=[CH:84]4)=[CH:79][N:80]=1)[NH:70]2, predict the reaction product. (2) Given the reactants [F:1][C:2]([F:42])([F:41])[C:3]1[CH:4]=[C:5]([CH:34]=[C:35]([C:37]([F:40])([F:39])[F:38])[CH:36]=1)[CH2:6][N:7]([C:27]1[N:32]=[CH:31][C:30](Br)=[CH:29][N:28]=1)[CH2:8][C:9]1[C:10]([C:23]([F:26])([F:25])[F:24])=[N:11][N:12]([CH3:22])[C:13]=1[N:14]([CH2:18][CH:19]1[CH2:21][CH2:20]1)[CH2:15][CH2:16][CH3:17].[C:43]([O:47][CH2:48][C:49]1[CH:54]=[CH:53][CH:52]=[CH:51][CH:50]=1)(=[O:46])[CH:44]=[CH2:45].F[B-](F)(F)F.[H+].C(P(C(C)(C)C)C(C)(C)C)(C)(C)C.C(N(C(C)C)C(C)C)C, predict the reaction product. The product is: [F:1][C:2]([F:42])([F:41])[C:3]1[CH:4]=[C:5]([CH:34]=[C:35]([C:37]([F:40])([F:39])[F:38])[CH:36]=1)[CH2:6][N:7]([CH2:8][C:9]1[C:10]([C:23]([F:26])([F:25])[F:24])=[N:11][N:12]([CH3:22])[C:13]=1[N:14]([CH2:18][CH:19]1[CH2:21][CH2:20]1)[CH2:15][CH2:16][CH3:17])[C:27]1[N:32]=[CH:31][C:30]([CH:45]=[CH:44][C:43]([O:47][CH2:48][C:49]2[CH:54]=[CH:53][CH:52]=[CH:51][CH:50]=2)=[O:46])=[CH:29][N:28]=1. (3) Given the reactants [NH2:1][C:2]1[CH:14]=[CH:13][C:12]([C:15]2[CH:16]=[N:17][N:18]([CH2:20][CH2:21][CH2:22][OH:23])[CH:19]=2)=[CH:11][C:3]=1[C:4]([N:6](CC)[CH2:7][CH3:8])=[O:5].NC1C=CC(Br)=CC=1C(NCC)=O, predict the reaction product. The product is: [NH2:1][C:2]1[CH:14]=[CH:13][C:12]([C:15]2[CH:16]=[N:17][N:18]([CH2:20][CH2:21][CH2:22][OH:23])[CH:19]=2)=[CH:11][C:3]=1[C:4]([NH:6][CH2:7][CH3:8])=[O:5]. (4) Given the reactants Br[C:2]1[CH:16]=[CH:15][CH:14]=[CH:13][C:3]=1[O:4][C:5]1[N:10]=[C:9]([CH3:11])[CH:8]=[C:7]([CH3:12])[N:6]=1.[F:17][C:18]1[CH:23]=[C:22](B2OC(C)(C)C(C)(C)O2)[CH:21]=[CH:20][C:19]=1[C:33]1[CH:34]=[N:35][C:36]([NH2:39])=[N:37][CH:38]=1, predict the reaction product. The product is: [CH3:12][C:7]1[CH:8]=[C:9]([CH3:11])[N:10]=[C:5]([O:4][C:3]2[CH:13]=[CH:14][CH:15]=[CH:16][C:2]=2[C:22]2[CH:21]=[CH:20][C:19]([C:33]3[CH:38]=[N:37][C:36]([NH2:39])=[N:35][CH:34]=3)=[C:18]([F:17])[CH:23]=2)[N:6]=1. (5) The product is: [ClH:19].[C:35]1([CH:41]([C:42]2[CH:43]=[CH:44][CH:45]=[CH:46][CH:47]=2)[NH:48][C:7]([NH:34][CH:27]([C:21]2[CH:22]=[CH:23][C:24]([Cl:26])=[CH:25][C:20]=2[Cl:19])[CH2:28][N:29]2[CH:33]=[CH:32][N:31]=[CH:30]2)=[N:1][C:2]2[S:3][CH:4]=[CH:5][N:6]=2)[CH:40]=[CH:39][CH:38]=[CH:37][CH:36]=1. Given the reactants [NH2:1][C:2]1[S:3][CH:4]=[CH:5][N:6]=1.[C:7](C1NC=CN=1)(C1NC=CN=1)=S.[Cl:19][C:20]1[CH:25]=[C:24]([Cl:26])[CH:23]=[CH:22][C:21]=1[CH:27]([NH2:34])[CH2:28][N:29]1[CH:33]=[CH:32][N:31]=[CH:30]1.[C:35]1([CH:41]([NH2:48])[C:42]2[CH:47]=[CH:46][CH:45]=[CH:44][CH:43]=2)[CH:40]=[CH:39][CH:38]=[CH:37][CH:36]=1, predict the reaction product. (6) Given the reactants [I:1][C:2]1[CH:6]=[CH:5][NH:4][N:3]=1.[H-].[Na+].Cl[C:10]1[CH:15]=[CH:14][N:13]=[C:12]([CH3:16])[N:11]=1, predict the reaction product. The product is: [I:1][C:2]1[CH:6]=[CH:5][N:4]([C:10]2[CH:15]=[CH:14][N:13]=[C:12]([CH3:16])[N:11]=2)[N:3]=1. (7) Given the reactants [NH2:1][C:2]1[CH:7]=[CH:6][C:5]([CH2:8][N:9]([C:24]2[CH:29]=[CH:28][C:27]([CH:30]([CH3:32])[CH3:31])=[CH:26][CH:25]=2)[C:10]([CH:12]2[C:21]3[C:16](=[CH:17][CH:18]=[C:19]([O:22][CH3:23])[CH:20]=3)[CH2:15][CH2:14][CH2:13]2)=[O:11])=[CH:4][CH:3]=1.[CH2:33](I)[CH3:34], predict the reaction product. The product is: [CH2:33]([NH:1][C:2]1[CH:7]=[CH:6][C:5]([CH2:8][N:9]([C:24]2[CH:25]=[CH:26][C:27]([CH:30]([CH3:32])[CH3:31])=[CH:28][CH:29]=2)[C:10]([CH:12]2[C:21]3[C:16](=[CH:17][CH:18]=[C:19]([O:22][CH3:23])[CH:20]=3)[CH2:15][CH2:14][CH2:13]2)=[O:11])=[CH:4][CH:3]=1)[CH3:34].